From a dataset of NCI-60 drug combinations with 297,098 pairs across 59 cell lines. Regression. Given two drug SMILES strings and cell line genomic features, predict the synergy score measuring deviation from expected non-interaction effect. (1) Drug 1: CS(=O)(=O)CCNCC1=CC=C(O1)C2=CC3=C(C=C2)N=CN=C3NC4=CC(=C(C=C4)OCC5=CC(=CC=C5)F)Cl. Drug 2: CC12CCC3C(C1CCC2O)C(CC4=C3C=CC(=C4)O)CCCCCCCCCS(=O)CCCC(C(F)(F)F)(F)F. Cell line: SF-539. Synergy scores: CSS=-3.67, Synergy_ZIP=8.16, Synergy_Bliss=8.54, Synergy_Loewe=-4.82, Synergy_HSA=-2.89. (2) Drug 1: CCC1=CC2CC(C3=C(CN(C2)C1)C4=CC=CC=C4N3)(C5=C(C=C6C(=C5)C78CCN9C7C(C=CC9)(C(C(C8N6C)(C(=O)OC)O)OC(=O)C)CC)OC)C(=O)OC.C(C(C(=O)O)O)(C(=O)O)O. Drug 2: CC1=C(C(=O)C2=C(C1=O)N3CC4C(C3(C2COC(=O)N)OC)N4)N. Cell line: SF-295. Synergy scores: CSS=68.8, Synergy_ZIP=-5.57, Synergy_Bliss=-2.86, Synergy_Loewe=-2.42, Synergy_HSA=1.57.